Predict the reaction yield, written as a fraction of the theoretical maximum amount of product (1.0 means a 100% yield; for example, 0.34 means a 34% yield). From a dataset of Reaction yield outcomes from USPTO patents with 853,638 reactions. (1) The reactants are [C:1]([O:5][C:6]([N:8]1[CH2:11][C:10](=[CH:12][C:13]2[N:14]([CH3:40])[C:15]3[C:20]([N:21]=2)=[C:19]([N:22]2[CH2:27][CH2:26][O:25][CH2:24][CH2:23]2)[N:18]=[C:17]([N:28]2[C:32]4[CH:33]=[CH:34][CH:35]=[CH:36][C:31]=4[N:30]=[C:29]2[C@H:37]([OH:39])[CH3:38])[N:16]=3)[CH2:9]1)=[O:7])([CH3:4])([CH3:3])[CH3:2]. The catalyst is CCOC(C)=O.CCO.[OH-].[OH-].[Pd+2]. The product is [C:1]([O:5][C:6]([N:8]1[CH2:9][CH:10]([CH2:12][C:13]2[N:14]([CH3:40])[C:15]3[C:20]([N:21]=2)=[C:19]([N:22]2[CH2:27][CH2:26][O:25][CH2:24][CH2:23]2)[N:18]=[C:17]([N:28]2[C:32]4[CH:33]=[CH:34][CH:35]=[CH:36][C:31]=4[N:30]=[C:29]2[C@H:37]([OH:39])[CH3:38])[N:16]=3)[CH2:11]1)=[O:7])([CH3:4])([CH3:3])[CH3:2]. The yield is 0.930. (2) The reactants are [CH3:1][C@@H:2]([NH:11][C:12]([C:14]1[C:22]2[C:17](=[N:18][CH:19]=[C:20]([C:23]3[C:31]4[C:26](=[CH:27][C:28]([Cl:32])=[CH:29][CH:30]=4)[N:25]([CH3:33])[N:24]=3)[N:21]=2)[N:16](COCC[Si](C)(C)C)[CH:15]=1)=[O:13])[CH2:3][C:4](=[O:10])[N:5]1[CH2:9][CH2:8][CH2:7][CH2:6]1.C(O)(C(F)(F)F)=O.C(N)CN. The catalyst is C(Cl)Cl. The product is [CH3:1][C@@H:2]([NH:11][C:12]([C:14]1[C:22]2[C:17](=[N:18][CH:19]=[C:20]([C:23]3[C:31]4[C:26](=[CH:27][C:28]([Cl:32])=[CH:29][CH:30]=4)[N:25]([CH3:33])[N:24]=3)[N:21]=2)[NH:16][CH:15]=1)=[O:13])[CH2:3][C:4](=[O:10])[N:5]1[CH2:9][CH2:8][CH2:7][CH2:6]1. The yield is 0.660. (3) The reactants are O[C:2]1([C:12]2[C:20]([OH:21])=[CH:19][C:15]3[O:16][CH2:17][O:18][C:14]=3[CH:13]=2)[C:10]2[C:5](=[CH:6][CH:7]=[CH:8][CH:9]=2)[NH:4][C:3]1=[O:11].C([SiH](CC)CC)C.CCCCCCC. The catalyst is COC(C)(C)C. The product is [OH:21][C:20]1[C:12]([CH:2]2[C:10]3[C:5](=[CH:6][CH:7]=[CH:8][CH:9]=3)[NH:4][C:3]2=[O:11])=[CH:13][C:14]2[O:18][CH2:17][O:16][C:15]=2[CH:19]=1. The yield is 0.750. (4) No catalyst specified. The yield is 0.910. The reactants are S[C:2]1[S:3][C:4]2[CH:10]=[C:9]([C:11]([F:14])([F:13])[F:12])[CH:8]=[CH:7][C:5]=2[N:6]=1.S(Cl)([Cl:18])(=O)=O. The product is [Cl:18][C:2]1[S:3][C:4]2[CH:10]=[C:9]([C:11]([F:14])([F:13])[F:12])[CH:8]=[CH:7][C:5]=2[N:6]=1.